Dataset: Catalyst prediction with 721,799 reactions and 888 catalyst types from USPTO. Task: Predict which catalyst facilitates the given reaction. Reactant: CO[C:3](=[O:17])[CH:4]([C:9]1[C:14]([F:15])=[CH:13][CH:12]=[CH:11][C:10]=1[Cl:16])[C:5]([O:7]C)=O.[NH2:18][C:19]1[NH:23][N:22]=[CH:21][C:20]=1[C:24]([O:26][CH3:27])=[O:25].C(N(CCCC)CCCC)CCC. Product: [Cl:16][C:10]1[CH:11]=[CH:12][CH:13]=[C:14]([F:15])[C:9]=1[C:4]1[C:3]([OH:17])=[N:18][C:19]2[N:23]([N:22]=[CH:21][C:20]=2[C:24]([O:26][CH3:27])=[O:25])[C:5]=1[OH:7]. The catalyst class is: 5.